Dataset: Reaction yield outcomes from USPTO patents with 853,638 reactions. Task: Predict the reaction yield, written as a fraction of the theoretical maximum amount of product (1.0 means a 100% yield; for example, 0.34 means a 34% yield). (1) The reactants are [CH3:1][O:2][C:3]1[CH:4]=[C:5]2[C:10](=[CH:11][C:12]=1[O:13][CH2:14][CH2:15][CH2:16]Cl)[N:9]=[CH:8][NH:7][C:6]2=[O:18].[NH:19]1[CH2:24][CH2:23][O:22][CH2:21][CH2:20]1. The catalyst is CO. The product is [CH3:1][O:2][C:3]1[CH:4]=[C:5]2[C:10](=[CH:11][C:12]=1[O:13][CH2:14][CH2:15][CH2:16][N:19]1[CH2:24][CH2:23][O:22][CH2:21][CH2:20]1)[N:9]=[CH:8][NH:7][C:6]2=[O:18]. The yield is 0.930. (2) The reactants are [Cl:1][C:2]1[CH:7]=[CH:6][C:5]([N:8]([C:12]2[CH:17]=[CH:16][CH:15]=[CH:14][C:13]=2[C:18]([F:21])([F:20])[F:19])[C:9](=[O:11])[NH2:10])=[CH:4][C:3]=1C(O)=O.[NH2:25][C:26]1[CH:27]=[N:28][CH:29]=[CH:30][CH:31]=1.C(Cl)Cl.CS(C)=O.[CH2:39]1[CH2:43][O:42][CH2:41][CH2:40]1. The catalyst is ClCCCl. The product is [Cl:1][C:2]1([C:9](=[O:11])[NH:8][C:5]2[CH:6]=[CH:41][CH:40]=[C:39]([C:43](=[O:42])[NH:25][C:26]3[CH:27]=[N:28][CH:29]=[CH:30][CH:31]=3)[CH:4]=2)[CH:7]=[CH:6][C:5]([N:8]([C:12]2[CH:17]=[CH:16][CH:15]=[CH:14][C:13]=2[C:18]([F:20])([F:21])[F:19])[C:9](=[O:11])[NH2:10])=[CH:4][CH2:3]1. The yield is 0.590.